Dataset: Reaction yield outcomes from USPTO patents with 853,638 reactions. Task: Predict the reaction yield, written as a fraction of the theoretical maximum amount of product (1.0 means a 100% yield; for example, 0.34 means a 34% yield). The reactants are [F:1][C:2]1[CH:3]=[C:4]([C:8]2[C:12]([CH2:13][N:14]3C(=O)C4C(=CC=CC=4)C3=O)=[C:11]([CH3:25])[O:10][N:9]=2)[CH:5]=[CH:6][CH:7]=1.FC1C=CC(C2C(CN3C(=O)C4C(=CC=CC=4)C3=O)=C(C)ON=2)=CC=1. No catalyst specified. The product is [F:1][C:2]1[CH:3]=[C:4]([C:8]2[C:12]([CH2:13][NH2:14])=[C:11]([CH3:25])[O:10][N:9]=2)[CH:5]=[CH:6][CH:7]=1. The yield is 0.770.